From a dataset of Catalyst prediction with 721,799 reactions and 888 catalyst types from USPTO. Predict which catalyst facilitates the given reaction. (1) Reactant: [F:1][C:2]([F:26])([F:25])[CH2:3][N:4]1[CH2:12][C:11]2[C:6](=[CH:7][CH:8]=[C:9]([S:13][Si](C(C)C)(C(C)C)C(C)C)[CH:10]=2)[C:5]1=[O:24].Cl. Product: [SH:13][C:9]1[CH:10]=[C:11]2[C:6](=[CH:7][CH:8]=1)[C:5](=[O:24])[N:4]([CH2:3][C:2]([F:25])([F:1])[F:26])[CH2:12]2. The catalyst class is: 111. (2) Reactant: [CH3:1][O:2][C:3](OC)([O:6][CH3:7])[O:4][CH3:5].[C:10]([O:18][CH3:19])(=[O:17])[C:11]1[CH:16]=[CH:15][CH:14]=[CH:13][CH:12]=1.[CH3:20][N+](CCCC)(CCCC)CCCC. Product: [CH3:1][O:2][CH:3]([O:6][CH3:7])[O:4][CH3:5].[CH3:19][O:18][CH:10]([O:17][CH3:20])[C:11]1[CH:16]=[CH:15][CH:14]=[CH:13][CH:12]=1. The catalyst class is: 5. (3) Product: [C:1]([O:5][C:6](=[O:19])[C:7]([S:10][C:11]1[S:12][CH:13]=[C:14]([CH2:16][CH2:17][NH:18][C:23](=[O:24])[CH2:22][C:21]([CH3:20])=[O:25])[N:15]=1)([CH3:9])[CH3:8])([CH3:2])([CH3:4])[CH3:3]. The catalyst class is: 42. Reactant: [C:1]([O:5][C:6](=[O:19])[C:7]([S:10][C:11]1[S:12][CH:13]=[C:14]([CH2:16][CH2:17][NH2:18])[N:15]=1)([CH3:9])[CH3:8])([CH3:4])([CH3:3])[CH3:2].[CH2:20]=[C:21]1[O:25][C:23](=[O:24])[CH2:22]1. (4) Reactant: [CH:1]1([C:7]2[CH:8]=[N:9][N:10]([CH2:12][CH2:13][C@@:14]([CH3:22])([S:18]([CH3:21])(=[O:20])=[O:19])[C:15]([O-:17])=[O:16])[CH:11]=2)[CH2:6][CH2:5][CH2:4][CH2:3][CH2:2]1.[Li+].[OH-]. Product: [CH:1]1([C:7]2[CH:8]=[N:9][N:10]([CH2:12][CH2:13][C@@:14]([CH3:22])([S:18]([CH3:21])(=[O:19])=[O:20])[C:15]([OH:17])=[O:16])[CH:11]=2)[CH2:2][CH2:3][CH2:4][CH2:5][CH2:6]1. The catalyst class is: 200. (5) Reactant: Cl[C:2]1[N:10]=[C:9]([C:11]([F:14])([F:13])[F:12])[CH:8]=[CH:7][C:3]=1[C:4]([OH:6])=[O:5].C[Si]([N-][Si](C)(C)C)(C)C.[Li+].[NH2:25][C:26]1[CH:31]=[CH:30][CH:29]=[CH:28][CH:27]=1. Product: [C:26]1([NH:25][C:2]2[N:10]=[C:9]([C:11]([F:14])([F:13])[F:12])[CH:8]=[CH:7][C:3]=2[C:4]([OH:6])=[O:5])[CH:31]=[CH:30][CH:29]=[CH:28][CH:27]=1. The catalyst class is: 54. (6) Reactant: [CH3:1][S:2]([O:5][C:6]1[CH:11]=[C:10]([CH2:12][CH3:13])[C:9](Cl)=[CH:8][C:7]=1[N+:15]([O-])=O)(=[O:4])=[O:3]. Product: [CH3:1][S:2]([O:5][C:6]1[CH:11]=[C:10]([CH2:12][CH3:13])[CH:9]=[CH:8][C:7]=1[NH2:15])(=[O:4])=[O:3]. The catalyst class is: 29. (7) Reactant: [Cl:1][C:2]1[CH:7]=[CH:6][N:5]=[CH:4][CH:3]=1.OS(O)(=O)=O.[CH3:13][NH:14][CH:15]=[O:16]. Product: [Cl:1][C:2]1[CH:7]=[CH:6][N:5]=[C:4]([C:15]([NH:14][CH3:13])=[O:16])[CH:3]=1. The catalyst class is: 6. (8) Product: [CH2:1]([C:3]1[CH:4]=[C:5]([C:12]2[CH:13]=[CH:14][C:15]([C:18]3[CH:19]=[C:20]([NH2:23])[NH:21][N:22]=3)=[CH:16][CH:17]=2)[CH:6]=[CH:7][C:8]=1[OH:9])[CH3:2]. The catalyst class is: 2. Reactant: [CH2:1]([C:3]1[CH:4]=[C:5]([C:12]2[CH:17]=[CH:16][C:15]([C:18]3[CH:19]=[C:20]([NH:23]CCCC4C=NC=CC=4)[NH:21][N:22]=3)=[CH:14][CH:13]=2)[CH:6]=[CH:7][C:8]=1[O:9]OC)[CH3:2].B(Br)(Br)Br.